Dataset: hERG Central: cardiac toxicity at 1µM, 10µM, and general inhibition. Task: Predict hERG channel inhibition at various concentrations. (1) The compound is Cc1ccc(C(=O)N/C(=C\c2ccc(-c3ccccc3[N+](=O)[O-])o2)C(=O)NCCCN2CCOCC2)cc1. Results: hERG_inhib (hERG inhibition (general)): blocker. (2) The compound is COc1ccc(NC(=O)NCCCN2CCN(c3cc(C)ccc3C)CC2)cc1. Results: hERG_inhib (hERG inhibition (general)): blocker.